This data is from Reaction yield outcomes from USPTO patents with 853,638 reactions. The task is: Predict the reaction yield, written as a fraction of the theoretical maximum amount of product (1.0 means a 100% yield; for example, 0.34 means a 34% yield). The reactants are [C:1]([CH2:4][CH2:5][C:6]1[C:14]2[B:13]([OH:15])[O:12][CH2:11][C:10]=2[CH:9]=[CH:8][CH:7]=1)([OH:3])=O.[NH2:16][C:17]1[CH:31]=[CH:30][C:20]([CH2:21][NH:22][C:23](=[O:29])[O:24][C:25]([CH3:28])([CH3:27])[CH3:26])=[CH:19][CH:18]=1.CCN=C=NCCCN(C)C. The catalyst is ClCCl. The product is [C:25]([O:24][C:23](=[O:29])[NH:22][CH2:21][C:20]1[CH:19]=[CH:18][C:17]([NH:16][C:1](=[O:3])[CH2:4][CH2:5][C:6]2[C:14]3[B:13]([OH:15])[O:12][CH2:11][C:10]=3[CH:9]=[CH:8][CH:7]=2)=[CH:31][CH:30]=1)([CH3:28])([CH3:26])[CH3:27]. The yield is 0.604.